This data is from Forward reaction prediction with 1.9M reactions from USPTO patents (1976-2016). The task is: Predict the product of the given reaction. (1) The product is: [Cl:1][C:2]1[CH:3]=[C:4]([CH:9]=[CH:10][C:11]=1[O:12][CH2:20][CH:21]1[CH2:23][CH2:22]1)[C:5]([OH:7])=[O:6]. Given the reactants [Cl:1][C:2]1[CH:3]=[C:4]([CH:9]=[CH:10][C:11]=1[OH:12])[C:5]([O:7]C)=[O:6].C(=O)([O-])[O-].[K+].[K+].Br[CH2:20][CH:21]1[CH2:23][CH2:22]1, predict the reaction product. (2) Given the reactants Br[C:2]1[C:6]2[N:7]=[C:8]([N:13]3[CH:17]=[C:16]([C:18]([O:20][CH2:21][CH3:22])=[O:19])[CH:15]=[N:14]3)[N:9]=[C:10]([O:11][CH3:12])[C:5]=2[N:4]([CH2:23][CH:24]2[CH2:29][CH2:28][CH2:27][CH2:26][CH2:25]2)[N:3]=1.[CH3:30]B1OB(C)OB(C)O1.P([O-])([O-])([O-])=O.[K+].[K+].[K+].S([O-])([O-])(=O)=O.[Na+].[Na+], predict the reaction product. The product is: [CH:24]1([CH2:23][N:4]2[C:5]3[C:10]([O:11][CH3:12])=[N:9][C:8]([N:13]4[CH:17]=[C:16]([C:18]([O:20][CH2:21][CH3:22])=[O:19])[CH:15]=[N:14]4)=[N:7][C:6]=3[C:2]([CH3:30])=[N:3]2)[CH2:29][CH2:28][CH2:27][CH2:26][CH2:25]1. (3) Given the reactants [F:1][C:2]1[CH:9]=[CH:8][C:7]([OH:10])=[CH:6][C:3]=1[CH:4]=[O:5].[BH4-].[Na+], predict the reaction product. The product is: [F:1][C:2]1[CH:9]=[CH:8][C:7]([OH:10])=[CH:6][C:3]=1[CH2:4][OH:5]. (4) Given the reactants [N+:1]([C:4]1[CH:9]=[CH:8][CH:7]=[CH:6][C:5]=1[C:10](=O)[CH3:11])([O-:3])=[O:2].[NH2:13][C:14]1[NH:18][N:17]=[C:16]([C:19]2[CH:24]=[CH:23][C:22]([O:25][CH2:26][C:27]3[CH:32]=[CH:31][CH:30]=[CH:29][CH:28]=3)=[CH:21][CH:20]=2)[C:15]=1[C:33]#[N:34].[C:35](C1C(C2C=CC(OC3C=CC=CC=3)=CC=2)=NN2C(C3C=C(NC(=O)C)C=CC=3)=CC=NC=12)#N, predict the reaction product. The product is: [CH2:26]([O:25][C:22]1[CH:21]=[CH:20][C:19]([C:16]2[C:15]([C:33]#[N:34])=[C:14]3[N:13]=[CH:35][CH:11]=[C:10]([C:5]4[CH:6]=[CH:7][CH:8]=[CH:9][C:4]=4[N+:1]([O-:3])=[O:2])[N:18]3[N:17]=2)=[CH:24][CH:23]=1)[C:27]1[CH:32]=[CH:31][CH:30]=[CH:29][CH:28]=1. (5) The product is: [C:21]([O:20][C:18]([N:4]1[CH2:5][C@H:6]([CH2:9][OH:10])[NH:7][CH2:8][C@H:3]1[CH3:2])=[O:19])([CH3:24])([CH3:23])[CH3:22]. Given the reactants Cl.[CH3:2][C@@H:3]1[CH2:8][NH:7][C@@H:6]([CH2:9][OH:10])[CH2:5][NH:4]1.C(N(CC)CC)C.[C:18](OC([O-])=O)([O:20][C:21]([CH3:24])([CH3:23])[CH3:22])=[O:19].[OH-].[Na+].Cl, predict the reaction product. (6) The product is: [CH3:27][O:28][C:29]1[CH:37]=[CH:36][C:32]([C:33]([NH:25][C:23]2[CH:22]=[CH:21][C:20]([CH3:26])=[C:19]([CH2:18][CH2:17][N:14]3[CH2:13][CH2:12][CH:11]([C:7]4[C:6]5[C:10](=[C:2]([Cl:1])[CH:3]=[CH:4][CH:5]=5)[NH:9][CH:8]=4)[CH2:16][CH2:15]3)[CH:24]=2)=[O:34])=[CH:31][CH:30]=1. Given the reactants [Cl:1][C:2]1[CH:3]=[CH:4][CH:5]=[C:6]2[C:10]=1[NH:9][CH:8]=[C:7]2[CH:11]1[CH2:16][CH2:15][N:14]([CH2:17][CH2:18][C:19]2[CH:24]=[C:23]([NH2:25])[CH:22]=[CH:21][C:20]=2[CH3:26])[CH2:13][CH2:12]1.[CH3:27][O:28][C:29]1[CH:37]=[CH:36][C:32]([C:33](Cl)=[O:34])=[CH:31][CH:30]=1, predict the reaction product. (7) Given the reactants Cl[C:2]1[CH:7]=[CH:6][CH:5]=[CH:4][C:3]=1[O:8][CH3:9].[CH3:10][C:11]1[CH:16]=[CH:15][C:14](B(O)O)=[CH:13][CH:12]=1.[F-].[Cs+], predict the reaction product. The product is: [CH3:10][C:11]1[CH:16]=[CH:15][C:14]([C:2]2[CH:7]=[CH:6][CH:5]=[CH:4][C:3]=2[O:8][CH3:9])=[CH:13][CH:12]=1. (8) Given the reactants [CH:1]([C:4]1[CH:5]=[C:6]([CH:8]=[CH:9][C:10]=1[O:11][CH3:12])[NH2:7])([CH3:3])[CH3:2].O[CH2:14][CH:15]([CH2:17]O)O.OS(O)(=O)=O.C([O-])(O)=O.[Na+], predict the reaction product. The product is: [CH:1]([C:4]1[CH:5]=[C:6]2[C:8]([CH:14]=[CH:15][CH:17]=[N:7]2)=[CH:9][C:10]=1[O:11][CH3:12])([CH3:3])[CH3:2]. (9) The product is: [I:24][CH2:23][CH2:22][C:19]([C:16]([C:13]([C:10]([C:7]([C:4]([CH:3]=[CH2:2])([F:5])[F:6])([F:8])[F:9])([F:11])[F:12])([F:15])[F:14])([F:18])[F:17])([F:21])[F:20]. Given the reactants I[CH2:2][CH2:3][C:4]([C:7]([C:10]([C:13]([C:16]([C:19]([CH2:22][CH2:23][I:24])([F:21])[F:20])([F:18])[F:17])([F:15])[F:14])([F:12])[F:11])([F:9])[F:8])([F:6])[F:5].[OH-].[K+], predict the reaction product.